The task is: Predict the product of the given reaction.. This data is from Forward reaction prediction with 1.9M reactions from USPTO patents (1976-2016). (1) Given the reactants [C:1]([C:5]1[N:10]=[C:9]([CH3:11])[N:8]=[C:7]([N:12]2[CH2:17][CH2:16][N:15]([CH2:18][CH2:19][CH2:20][CH2:21][NH2:22])[CH2:14][CH2:13]2)[CH:6]=1)([CH3:4])([CH3:3])[CH3:2].C1N=CN([C:28](N2C=NC=C2)=[O:29])C=1.[C:35]1([N:41]2[CH2:46][CH2:45][NH:44][CH2:43][CH2:42]2)[CH:40]=[CH:39][CH:38]=[CH:37][CH:36]=1, predict the reaction product. The product is: [C:1]([C:5]1[N:10]=[C:9]([CH3:11])[N:8]=[C:7]([N:12]2[CH2:13][CH2:14][N:15]([CH2:18][CH2:19][CH2:20][CH2:21][NH:22][C:28]([N:44]3[CH2:45][CH2:46][N:41]([C:35]4[CH:40]=[CH:39][CH:38]=[CH:37][CH:36]=4)[CH2:42][CH2:43]3)=[O:29])[CH2:16][CH2:17]2)[CH:6]=1)([CH3:4])([CH3:2])[CH3:3]. (2) Given the reactants [Cl:1][C:2]1[C:3]([CH3:24])=[C:4]([CH2:8][NH:9][C:10]2[N:11]=[C:12]([N:18]3[CH2:23][CH2:22][O:21][CH2:20][CH2:19]3)[S:13][C:14]=2[C:15]([NH2:17])=[O:16])[CH:5]=[CH:6][CH:7]=1.[C:25]([O:28][CH2:29][C:30](Cl)=O)(=[O:27])[CH3:26], predict the reaction product. The product is: [C:25]([O:28][CH2:29][C:30]1[N:9]([CH2:8][C:4]2[CH:5]=[CH:6][CH:7]=[C:2]([Cl:1])[C:3]=2[CH3:24])[C:10]2[N:11]=[C:12]([N:18]3[CH2:19][CH2:20][O:21][CH2:22][CH2:23]3)[S:13][C:14]=2[C:15](=[O:16])[N:17]=1)(=[O:27])[CH3:26].